Task: Predict the reaction yield, written as a fraction of the theoretical maximum amount of product (1.0 means a 100% yield; for example, 0.34 means a 34% yield).. Dataset: Reaction yield outcomes from USPTO patents with 853,638 reactions (1) The reactants are [CH3:1][S:2]([NH:5][C:6]1[CH:15]=[CH:14][CH:13]=[CH:12][C:7]=1[C:8]([O:10]C)=O)(=[O:4])=[O:3].[CH3:16][Si:17]([CH3:24])([CH3:23])[CH2:18][CH2:19][O:20][CH2:21]Cl.[H-].[Na+]. The catalyst is CN(C)C=O. The product is [O:4]=[S:2]1(=[O:3])[CH2:1][C:8](=[O:10])[C:7]2[CH:12]=[CH:13][CH:14]=[CH:15][C:6]=2[N:5]1[CH2:21][O:20][CH2:19][CH2:18][Si:17]([CH3:24])([CH3:23])[CH3:16]. The yield is 0.720. (2) The reactants are Br[C:2]1[CH:3]=[N:4][N:5]([CH2:7][CH2:8][CH2:9][C:10]([N:12]([CH2:14][C:15]2[CH:20]=[C:19]([F:21])[CH:18]=[CH:17][C:16]=2[O:22][CH3:23])[CH3:13])=[O:11])[CH:6]=1.[C:24]([C:26]1[CH:31]=[CH:30][C:29](B(O)O)=[CH:28][CH:27]=1)#[N:25]. No catalyst specified. The product is [F:21][C:19]1[CH:18]=[CH:17][C:16]([O:22][CH3:23])=[C:15]([CH:20]=1)[CH2:14][N:12]([CH3:13])[C:10](=[O:11])[CH2:9][CH2:8][CH2:7][N:5]1[CH:6]=[C:2]([C:29]2[CH:30]=[CH:31][C:26]([C:24]#[N:25])=[CH:27][CH:28]=2)[CH:3]=[N:4]1. The yield is 0.100. (3) The reactants are C([O:3][C:4](=O)[CH2:5][C:6]([C:9]1[N:10]([CH2:21][CH2:22][OH:23])[C:11]2[C:16]([CH:17]=1)=[CH:15][C:14]([N+:18]([O-:20])=[O:19])=[CH:13][CH:12]=2)([CH3:8])[CH3:7])C.CC(C[AlH]CC(C)C)C.O. The product is [OH:23][CH2:22][CH2:21][N:10]1[C:11]2[C:16](=[CH:15][C:14]([N+:18]([O-:20])=[O:19])=[CH:13][CH:12]=2)[CH:17]=[C:9]1[C:6]([CH3:8])([CH3:7])[CH2:5][CH2:4][OH:3]. The catalyst is C1COCC1. The yield is 0.490.